This data is from Forward reaction prediction with 1.9M reactions from USPTO patents (1976-2016). The task is: Predict the product of the given reaction. Given the reactants [CH:1]([N:4]1[CH2:9][CH2:8][CH:7]([OH:10])[CH2:6][CH2:5]1)([CH3:3])[CH3:2].[H-].[Na+].F[C:14]1[CH:19]=[CH:18][C:17]([C:20](=[O:22])[CH3:21])=[CH:16][CH:15]=1, predict the reaction product. The product is: [CH:1]([N:4]1[CH2:9][CH2:8][CH:7]([O:10][C:14]2[CH:19]=[CH:18][C:17]([C:20](=[O:22])[CH3:21])=[CH:16][CH:15]=2)[CH2:6][CH2:5]1)([CH3:3])[CH3:2].